This data is from Reaction yield outcomes from USPTO patents with 853,638 reactions. The task is: Predict the reaction yield, written as a fraction of the theoretical maximum amount of product (1.0 means a 100% yield; for example, 0.34 means a 34% yield). (1) The reactants are O1CCOCC1.CC1(C)C(C)(C)OB([C:15]2[CH:24]=[CH:23][C:18]([C:19]([O:21][CH3:22])=[O:20])=[CH:17][CH:16]=2)O1.Br[C:27]1[N:31]2[CH:32]=[CH:33][N:34]=[C:35]([S:36][CH3:37])[C:30]2=[N:29][CH:28]=1.C(=O)([O-])[O-].[Na+].[Na+]. The catalyst is C1C=CC(P(C2C=CC=CC=2)[C-]2C=CC=C2)=CC=1.C1C=CC(P(C2C=CC=CC=2)[C-]2C=CC=C2)=CC=1.Cl[Pd]Cl.[Fe+2].C(OCC)(=O)C.O. The product is [CH3:37][S:36][C:35]1[C:30]2[N:31]([C:27]([C:15]3[CH:16]=[CH:17][C:18]([C:19]([O:21][CH3:22])=[O:20])=[CH:23][CH:24]=3)=[CH:28][N:29]=2)[CH:32]=[CH:33][N:34]=1. The yield is 0.400. (2) The reactants are [C:1]([N:4]1[C:13]2[C:8](=[CH:9][C:10]([C:14]#[C:15][Si](C(C)C)(C(C)C)C(C)C)=[CH:11][CH:12]=2)[C@H:7]([NH:26][C:27]2[CH:32]=[CH:31][C:30]([CH3:33])=[CH:29][N:28]=2)[CH2:6][C@@H:5]1[CH3:34])(=[O:3])[CH3:2].CCCC[N+](CCCC)(CCCC)CCCC.[F-]. The catalyst is O1CCCC1. The product is [C:1]([N:4]1[C:13]2[C:8](=[CH:9][C:10]([C:14]#[CH:15])=[CH:11][CH:12]=2)[C@H:7]([NH:26][C:27]2[CH:32]=[CH:31][C:30]([CH3:33])=[CH:29][N:28]=2)[CH2:6][C@@H:5]1[CH3:34])(=[O:3])[CH3:2]. The yield is 0.770. (3) The reactants are Cl[C:2]1[C:7]([N+:8]([O-:10])=[O:9])=[CH:6][CH:5]=[C:4]([Cl:11])[N:3]=1.Cl.[CH3:13][O:14][C:15](=[O:24])[C@H:16]([CH2:18][CH2:19][C:20]([O:22][CH3:23])=[O:21])[NH2:17].C([O-])(O)=O.[Na+]. The catalyst is O1CCCC1. The product is [Cl:11][C:4]1[N:3]=[C:2]([NH:17][C@@H:16]([CH2:18][CH2:19][C:20]([O:22][CH3:23])=[O:21])[C:15]([O:14][CH3:13])=[O:24])[C:7]([N+:8]([O-:10])=[O:9])=[CH:6][CH:5]=1. The yield is 0.870. (4) The reactants are [Cl:1][C:2]1[N:3]=[C:4](Cl)[C:5]2[CH2:10][CH2:9][CH:8]([C:11]3[CH:16]=[CH:15][C:14]([F:17])=[CH:13][CH:12]=3)[C:6]=2[N:7]=1.[C:19]([O:23][C:24]([N:26]([CH:28]1[CH2:32][CH2:31][NH:30][CH2:29]1)[CH3:27])=[O:25])([CH3:22])([CH3:21])[CH3:20]. No catalyst specified. The product is [Cl:1][C:2]1[N:3]=[C:4]([N:30]2[CH2:31][CH2:32][CH:28]([N:26]([CH3:27])[C:24](=[O:25])[O:23][C:19]([CH3:20])([CH3:21])[CH3:22])[CH2:29]2)[C:5]2[CH2:10][CH2:9][CH:8]([C:11]3[CH:16]=[CH:15][C:14]([F:17])=[CH:13][CH:12]=3)[C:6]=2[N:7]=1. The yield is 0.940. (5) The reactants are Br.[NH2:2][C@H:3]1[CH2:12][C:11]2[CH:10]=[C:9]([OH:13])[CH:8]=[CH:7][C:6]=2[CH2:5][CH2:4]1.F[C:15]1[CH:24]=[CH:23][N:22]=[C:21]2[C:16]=1[CH2:17][CH2:18][C:19](=[O:25])[NH:20]2.C(=O)([O-])[O-].[Cs+].[Cs+].Cl.[Na+].[Cl-]. The catalyst is CN(C=O)C.C(Cl)Cl. The product is [NH2:2][C@H:3]1[CH2:12][C:11]2[CH:10]=[C:9]([O:13][C:15]3[CH:24]=[CH:23][N:22]=[C:21]4[C:16]=3[CH2:17][CH2:18][C:19](=[O:25])[NH:20]4)[CH:8]=[CH:7][C:6]=2[CH2:5][CH2:4]1. The yield is 0.880. (6) The reactants are C[O:2][C:3]([C:5]1[C:6]([C:22]([F:25])([F:24])[F:23])=[N:7][C:8]([NH:11][CH2:12][CH2:13][CH2:14][C:15]2[CH:20]=[CH:19][CH:18]=[C:17]([OH:21])[CH:16]=2)=[N:9][CH:10]=1)=[O:4].O.[OH-].[Li+]. The catalyst is O1CCOCC1.O. The product is [OH:21][C:17]1[CH:16]=[C:15]([CH2:14][CH2:13][CH2:12][NH:11][C:8]2[N:7]=[C:6]([C:22]([F:25])([F:24])[F:23])[C:5]([C:3]([OH:4])=[O:2])=[CH:10][N:9]=2)[CH:20]=[CH:19][CH:18]=1. The yield is 0.890. (7) The reactants are [NH2:1][C@@H:2]([CH2:33][C:34]1[CH:39]=[CH:38][CH:37]=[CH:36][CH:35]=1)[C@@H:3]([OH:32])[CH2:4][C@H:5]([NH:19][C:20]([C@@H:22]([NH:27][C:28](=[O:31])[O:29][CH3:30])[C:23]([CH3:26])([CH3:25])[CH3:24])=[O:21])[CH2:6][C:7]1[CH:12]=[CH:11][C:10]([C:13]2[CH:18]=[CH:17][CH:16]=[CH:15][N:14]=2)=[CH:9][CH:8]=1.[CH3:40][C:41]([CH3:53])([CH3:52])[C@H:42]([N:46]1[CH2:50][CH2:49][NH:48][C:47]1=[O:51])[C:43](O)=[O:44].CCOP(ON1N=NC2C=CC=CC=2C1=O)(OCC)=O.C(N(CC)C(C)C)(C)C. The catalyst is O1CCCC1. The product is [CH3:40][C:41]([CH3:53])([CH3:52])[C@H:42]([N:46]1[CH2:50][CH2:49][NH:48][C:47]1=[O:51])[C:43]([NH:1][C@@H:2]([CH2:33][C:34]1[CH:35]=[CH:36][CH:37]=[CH:38][CH:39]=1)[C@@H:3]([OH:32])[CH2:4][C@H:5]([NH:19][C:20]([C@@H:22]([NH:27][C:28](=[O:31])[O:29][CH3:30])[C:23]([CH3:26])([CH3:25])[CH3:24])=[O:21])[CH2:6][C:7]1[CH:12]=[CH:11][C:10]([C:13]2[CH:18]=[CH:17][CH:16]=[CH:15][N:14]=2)=[CH:9][CH:8]=1)=[O:44]. The yield is 0.740. (8) The reactants are [CH2:1]([O:8][C:9](=[O:20])[N:10]([CH2:17][CH:18]=C)[CH:11](C)[CH2:12][CH2:13][CH:14]=[CH2:15])[C:2]1[CH:7]=[CH:6][CH:5]=[CH:4][CH:3]=1. The catalyst is C(Cl)Cl.C=CC1C=CC=CC=1.C1C=CC(P(C2C=CC=CC=2)C2C=CC=CC=2)=CC=1.C1C=CC(P(C2C=CC=CC=2)C2C=CC=CC=2)=CC=1.Cl[Ru]Cl. The product is [CH2:1]([O:8][C:9]([N:10]1[CH2:11][CH:12]=[CH:13][CH2:14][CH2:15][CH:17]1[CH3:18])=[O:20])[C:2]1[CH:3]=[CH:4][CH:5]=[CH:6][CH:7]=1. The yield is 0.920. (9) The reactants are [P:1]([O:24]CC1C=CC=CC=1)([O:16]CC1C=CC=CC=1)([O:3][CH2:4][O:5][C:6]1[CH:11]=[CH:10][C:9]([NH:12][C:13](=[O:15])[CH3:14])=[CH:8][CH:7]=1)=[O:2]. The catalyst is CO.ClCCl.[Pd]. The product is [P:1]([OH:16])([OH:24])([O:3][CH2:4][O:5][C:6]1[CH:7]=[CH:8][C:9]([NH:12][C:13](=[O:15])[CH3:14])=[CH:10][CH:11]=1)=[O:2]. The yield is 0.300.